Dataset: Catalyst prediction with 721,799 reactions and 888 catalyst types from USPTO. Task: Predict which catalyst facilitates the given reaction. (1) Reactant: [CH2:1]([N:4]([C@@H:17]([C:33]1[CH:38]=[CH:37][CH:36]=[CH:35][CH:34]=1)[C:18]([N:20]1[CH2:24][CH2:23][C@H:22]([O:25][Si:26]([C:29]([CH3:32])([CH3:31])[CH3:30])([CH3:28])[CH3:27])[CH2:21]1)=[O:19])S(C1C=CC=CC=1[N+]([O-])=O)(=O)=O)[CH:2]=[CH2:3].C(=O)([O-])[O-].[K+].[K+].C1(S)C=CC=CC=1.O. Product: [CH2:1]([NH:4][C@@H:17]([C:33]1[CH:34]=[CH:35][CH:36]=[CH:37][CH:38]=1)[C:18]([N:20]1[CH2:24][CH2:23][C@H:22]([O:25][Si:26]([C:29]([CH3:31])([CH3:32])[CH3:30])([CH3:27])[CH3:28])[CH2:21]1)=[O:19])[CH:2]=[CH2:3]. The catalyst class is: 9. (2) Reactant: C(CC[N:5]1[CH:9]=[CH:8][CH:7]=[CH:6]1)#N.[H-].[H-].[H-].[H-].[Li+].[Al+3].[OH-].[Na+]. Product: [NH:5]1[CH:6]=[CH:7][CH:8]=[C:9]1[CH2:8][CH2:7][CH2:6][NH2:5]. The catalyst class is: 28. (3) Reactant: [CH3:1][C:2]1[CH:3]=[C:4]([NH:16][C:17]2[C:26]3[C:21](=[CH:22][CH:23]=[CH:24][C:25]=3[O:27][CH2:28][C@H:29]3[CH2:34][N:33]([CH3:35])[CH2:32][CH2:31][NH:30]3)[N:20]=[CH:19][N:18]=2)[CH:5]=[CH:6][C:7]=1[O:8][C:9]1[CH:10]=[N:11][C:12]([CH3:15])=[CH:13][CH:14]=1.[C:36](O)(=[O:39])[CH2:37][OH:38].C(N(C(C)C)CC)(C)C.CN(C(ON1N=NC2C=CC=NC1=2)=[N+](C)C)C.F[P-](F)(F)(F)(F)F. Product: [CH3:35][N:33]1[CH2:32][CH2:31][N:30]([C:37](=[O:38])[CH2:36][OH:39])[C@@H:29]([CH2:28][O:27][C:25]2[CH:24]=[CH:23][CH:22]=[C:21]3[C:26]=2[C:17]([NH:16][C:4]2[CH:5]=[CH:6][C:7]([O:8][C:9]4[CH:10]=[N:11][C:12]([CH3:15])=[CH:13][CH:14]=4)=[C:2]([CH3:1])[CH:3]=2)=[N:18][CH:19]=[N:20]3)[CH2:34]1. The catalyst class is: 3. (4) The catalyst class is: 15. Product: [Br:19][C:16]1[C:4]([C:3]([O:2][CH3:1])=[O:18])=[CH:5][C:6]([CH2:10][CH2:11][OH:12])=[CH:7][N:17]=1. Reactant: [CH3:1][O:2][C:3](=[O:18])[C:4]([C:16]#[N:17])=[CH:5][C:6]([CH2:10][CH2:11][O:12]C(=O)C)=[CH:7]OC.[BrH:19].CC(O)=O. (5) Reactant: [C:1]1(=[O:7])[CH2:6][CH2:5][CH2:4][CH2:3][CH2:2]1.C(C1C=C(C)C=C(C(C)(C)C)N=1)(C)(C)C.[F:23][C:24]([F:37])([F:36])[S:25](O[S:25]([C:24]([F:37])([F:36])[F:23])(=[O:27])=[O:26])(=[O:27])=[O:26]. Product: [C:1]1([O:7][S:25]([C:24]([F:37])([F:36])[F:23])(=[O:27])=[O:26])[CH2:6][CH2:5][CH2:4][CH2:3][CH:2]=1. The catalyst class is: 2.